This data is from Full USPTO retrosynthesis dataset with 1.9M reactions from patents (1976-2016). The task is: Predict the reactants needed to synthesize the given product. (1) Given the product [OH:38][CH2:37][C:35]([N:2]1[CH2:7][CH2:6][CH2:5][C@@H:4]([NH:8][C:9]([C:11]2[C:15]3[N:16]=[CH:17][N:18]=[C:19]([C:20]4[CH:25]=[C:24]([O:26][CH3:27])[C:23]([F:28])=[CH:22][C:21]=4[O:29][CH2:30][CH:31]4[CH2:32][CH2:33]4)[C:14]=3[NH:13][CH:12]=2)=[O:10])[CH2:3]1)=[O:36], predict the reactants needed to synthesize it. The reactants are: Cl.[NH:2]1[CH2:7][CH2:6][CH2:5][C@@H:4]([NH:8][C:9]([C:11]2[C:15]3[N:16]=[CH:17][N:18]=[C:19]([C:20]4[CH:25]=[C:24]([O:26][CH3:27])[C:23]([F:28])=[CH:22][C:21]=4[O:29][CH2:30][CH:31]4[CH2:33][CH2:32]4)[C:14]=3[NH:13][CH:12]=2)=[O:10])[CH2:3]1.Cl[C:35]([CH2:37][O:38]C(=O)C)=[O:36]. (2) Given the product [I-:27].[C:23]([NH:22][C:4]1[C:5]2[C:10]3[CH:11]=[CH:12][CH:13]=[C:14]4[N+:15]([CH3:26])=[C:16]5[C:21]([CH:20]=[CH:19][CH:18]=[CH:17]5)=[C:8]([C:9]=34)[S:7][C:6]=2[CH:1]=[CH:2][CH:3]=1)(=[O:25])[CH3:24], predict the reactants needed to synthesize it. The reactants are: [CH:1]1[C:6]2[S:7][C:8]3[C:9]4[C:14]([N:15]=[C:16]5[C:21]=3[CH:20]=[CH:19][CH:18]=[CH:17]5)=[CH:13][CH:12]=[CH:11][C:10]=4[C:5]=2[C:4]([NH:22][C:23](=[O:25])[CH3:24])=[CH:3][CH:2]=1.[CH3:26][I:27]. (3) Given the product [Cl:21][Si:22]([Cl:29])([C:2]1[CH:7]=[C:6]([C:8]([CH3:11])([CH3:10])[CH3:9])[CH:5]=[C:4]([C:12]([CH3:15])([CH3:14])[CH3:13])[CH:3]=1)[C:23]1[CH:28]=[CH:27][CH:26]=[CH:25][CH:24]=1, predict the reactants needed to synthesize it. The reactants are: Br[C:2]1[CH:7]=[C:6]([C:8]([CH3:11])([CH3:10])[CH3:9])[CH:5]=[C:4]([C:12]([CH3:15])([CH3:14])[CH3:13])[CH:3]=1.C([Li])CCC.[Cl:21][Si:22](Cl)([Cl:29])[C:23]1[CH:28]=[CH:27][CH:26]=[CH:25][CH:24]=1. (4) Given the product [N:2]1([CH2:11][C:12]([N:25]2[CH2:26][C@H:22]([CH2:15][C:16]3[CH:21]=[CH:20][CH:19]=[CH:18][CH:17]=3)[CH2:23][C@H:24]2[C:27]([NH:29][C:30]2[CH:35]=[CH:34][C:33]([O:36][C:37]3[CH:42]=[CH:41][C:40]([F:43])=[CH:39][CH:38]=3)=[CH:32][CH:31]=2)=[O:28])=[O:14])[C:6]2[CH:7]=[CH:8][CH:9]=[CH:10][C:5]=2[N:4]=[N:3]1, predict the reactants needed to synthesize it. The reactants are: Cl.[N:2]1([CH2:11][C:12]([OH:14])=O)[C:6]2[CH:7]=[CH:8][CH:9]=[CH:10][C:5]=2[N:4]=[N:3]1.[CH2:15]([C@H:22]1[CH2:26][NH:25][C@H:24]([C:27]([NH:29][C:30]2[CH:35]=[CH:34][C:33]([O:36][C:37]3[CH:42]=[CH:41][C:40]([F:43])=[CH:39][CH:38]=3)=[CH:32][CH:31]=2)=[O:28])[CH2:23]1)[C:16]1[CH:21]=[CH:20][CH:19]=[CH:18][CH:17]=1.